Task: Predict the reactants needed to synthesize the given product.. Dataset: Full USPTO retrosynthesis dataset with 1.9M reactions from patents (1976-2016) (1) Given the product [NH2:19][C:20]1[CH:21]=[C:22]([CH:26]=[CH:27][CH:28]=1)[C:23]([NH:14][CH2:13][CH2:12][N:9]1[CH2:8][CH2:7][CH:6]([O:5][C:4]2[CH:15]=[CH:16][C:17]([Cl:18])=[C:2]([Cl:1])[CH:3]=2)[CH2:11][CH2:10]1)=[O:24], predict the reactants needed to synthesize it. The reactants are: [Cl:1][C:2]1[CH:3]=[C:4]([CH:15]=[CH:16][C:17]=1[Cl:18])[O:5][CH:6]1[CH2:11][CH2:10][N:9]([CH2:12][CH2:13][NH2:14])[CH2:8][CH2:7]1.[NH2:19][C:20]1[CH:21]=[C:22]([CH:26]=[CH:27][CH:28]=1)[C:23](O)=[O:24]. (2) Given the product [C:6]([C:7]1[CH:12]=[CH:11][CH:10]=[CH:9][C:8]=1[NH:13][C:14](=[O:16])[CH3:15])#[CH:5], predict the reactants needed to synthesize it. The reactants are: [OH-].[K+].C[Si](C)(C)[C:5]#[C:6][C:7]1[CH:12]=[CH:11][CH:10]=[CH:9][C:8]=1[NH:13][C:14](=[O:16])[CH3:15]. (3) The reactants are: [NH2:1][C:2]1[C:7]([N+:8]([O-:10])=[O:9])=[CH:6][CH:5]=[CH:4][C:3]=1[OH:11].C([O-])([O-])=O.[K+].[K+].I[CH:19]([CH3:21])[CH3:20]. Given the product [CH:19]([O:11][C:3]1[CH:4]=[CH:5][CH:6]=[C:7]([N+:8]([O-:10])=[O:9])[C:2]=1[NH2:1])([CH3:21])[CH3:20], predict the reactants needed to synthesize it. (4) The reactants are: [Br:1][C:2]1[C:3](F)=[C:4]2[C:10]([NH:11][C:12](=[O:20])[C:13]3[C:18]([CH3:19])=[CH:17][CH:16]=[CH:15][N:14]=3)=[CH:9][NH:8][C:5]2=[N:6][CH:7]=1.[NH:22]1[CH2:27][CH2:26][CH2:25][C@@H:24]([NH:28][C:29](=[O:35])[O:30][C:31]([CH3:34])([CH3:33])[CH3:32])[CH2:23]1. Given the product [Br:1][C:2]1[C:3]([N:22]2[CH2:27][CH2:26][CH2:25][C@@H:24]([NH:28][C:29](=[O:35])[O:30][C:31]([CH3:33])([CH3:32])[CH3:34])[CH2:23]2)=[C:4]2[C:10]([NH:11][C:12](=[O:20])[C:13]3[C:18]([CH3:19])=[CH:17][CH:16]=[CH:15][N:14]=3)=[CH:9][NH:8][C:5]2=[N:6][CH:7]=1, predict the reactants needed to synthesize it. (5) The reactants are: [CH3:1][CH2:2][CH2:3]C[N+](CCCC)(CCCC)CCCC.[F-].CS(C)=[O:21].CCN(CC)CC.[CH2:30]1[CH2:34][O:33][CH2:32][CH2:31]1. Given the product [CH3:1][C:2]1[CH2:3][CH:32]([CH:31]=[O:21])[O:33][CH2:34][CH:30]=1, predict the reactants needed to synthesize it.